This data is from NCI-60 drug combinations with 297,098 pairs across 59 cell lines. The task is: Regression. Given two drug SMILES strings and cell line genomic features, predict the synergy score measuring deviation from expected non-interaction effect. (1) Drug 1: C1=CC(=CC=C1CCC2=CNC3=C2C(=O)NC(=N3)N)C(=O)NC(CCC(=O)O)C(=O)O. Drug 2: CC1=C(C=C(C=C1)NC(=O)C2=CC=C(C=C2)CN3CCN(CC3)C)NC4=NC=CC(=N4)C5=CN=CC=C5. Cell line: LOX IMVI. Synergy scores: CSS=44.5, Synergy_ZIP=3.97, Synergy_Bliss=-0.609, Synergy_Loewe=-28.0, Synergy_HSA=-1.50. (2) Drug 1: C1=NC2=C(N=C(N=C2N1C3C(C(C(O3)CO)O)F)Cl)N. Drug 2: C1CN(CCN1C(=O)CCBr)C(=O)CCBr. Cell line: MOLT-4. Synergy scores: CSS=62.1, Synergy_ZIP=-0.355, Synergy_Bliss=-0.672, Synergy_Loewe=-3.06, Synergy_HSA=0.736. (3) Drug 1: C1=NC2=C(N1)C(=S)N=C(N2)N. Drug 2: CC12CCC3C(C1CCC2OP(=O)(O)O)CCC4=C3C=CC(=C4)OC(=O)N(CCCl)CCCl.[Na+]. Cell line: SK-MEL-28. Synergy scores: CSS=5.53, Synergy_ZIP=-5.58, Synergy_Bliss=-7.47, Synergy_Loewe=-14.9, Synergy_HSA=-7.70. (4) Drug 1: CC1=C(C=C(C=C1)C(=O)NC2=CC(=CC(=C2)C(F)(F)F)N3C=C(N=C3)C)NC4=NC=CC(=N4)C5=CN=CC=C5. Drug 2: CCC1(C2=C(COC1=O)C(=O)N3CC4=CC5=C(C=CC(=C5CN(C)C)O)N=C4C3=C2)O.Cl. Cell line: HOP-62. Synergy scores: CSS=34.3, Synergy_ZIP=0.320, Synergy_Bliss=-1.76, Synergy_Loewe=-39.5, Synergy_HSA=-4.99. (5) Drug 2: N.N.Cl[Pt+2]Cl. Synergy scores: CSS=71.1, Synergy_ZIP=0.457, Synergy_Bliss=0.887, Synergy_Loewe=-3.05, Synergy_HSA=0.699. Drug 1: CC1=C(N=C(N=C1N)C(CC(=O)N)NCC(C(=O)N)N)C(=O)NC(C(C2=CN=CN2)OC3C(C(C(C(O3)CO)O)O)OC4C(C(C(C(O4)CO)O)OC(=O)N)O)C(=O)NC(C)C(C(C)C(=O)NC(C(C)O)C(=O)NCCC5=NC(=CS5)C6=NC(=CS6)C(=O)NCCC[S+](C)C)O. Cell line: SK-MEL-2. (6) Drug 1: CS(=O)(=O)CCNCC1=CC=C(O1)C2=CC3=C(C=C2)N=CN=C3NC4=CC(=C(C=C4)OCC5=CC(=CC=C5)F)Cl. Drug 2: B(C(CC(C)C)NC(=O)C(CC1=CC=CC=C1)NC(=O)C2=NC=CN=C2)(O)O. Cell line: NCI/ADR-RES. Synergy scores: CSS=23.4, Synergy_ZIP=-12.3, Synergy_Bliss=-8.85, Synergy_Loewe=-7.69, Synergy_HSA=-7.32.